This data is from Human Reference Interactome with 51,813 positive PPI pairs across 8,248 proteins, plus equal number of experimentally-validated negative pairs. The task is: Binary Classification. Given two protein amino acid sequences, predict whether they physically interact or not. Protein 1 (ENSG00000166200) has sequence MSDMEDDFMCDDEEDYDLEYSEDSNSEPNVDLENQYYNSKALKEDDPKAALSSFQKVLELEGEKGEWGFKALKQMIKINFKLTNFPEMMNRYKQLLTYIRSAVTRNYSEKSINSILDYISTSKQNSDFLCQMDLLQEFYETTLEALKDAKNDRLWFKTNTKLGKLYLEREEYGKLQKILRQLHQSCQTDDGEDDLKKGTQLLEIYALEIQMYTAQKNNKKLKALYEQSLHIKSAIPHPLIMGVIRECGGKMHLREGEFEKAHTDFFEAFKNYDESGSPRRTTCLKYLVLANMLMKSGINP.... Protein 2 (ENSG00000169727) has sequence MQIDVDPQEDPQNAPDVNYVVENPSLDLEQYAASYSGLMRIERLQFIADHCPTLRVEALKMALSFVQRTFNVDMYEEIHRKLSEATRELQNAPDAIPESGVEPPALDTAWVEATRKKALLKLEKLDTDLKNYKGNSIKESIRRGHDDLGDHYLDCGDLSNALKCYSRARDYCTSAKHVINMCLNVIKVSVYLQNWSHVLSYVSKAESTPEIAEQRGERDSQTQAILTKLKCAAGLAELAARKYKQAAKCLLLASFDHCDFPELLSPSNVAIYGGLCALATFDRQELQRNVISSSSFKLFL.... Result: 1 (the proteins interact).